From a dataset of NCI-60 drug combinations with 297,098 pairs across 59 cell lines. Regression. Given two drug SMILES strings and cell line genomic features, predict the synergy score measuring deviation from expected non-interaction effect. (1) Drug 1: CC1=C2C(C(=O)C3(C(CC4C(C3C(C(C2(C)C)(CC1OC(=O)C(C(C5=CC=CC=C5)NC(=O)OC(C)(C)C)O)O)OC(=O)C6=CC=CC=C6)(CO4)OC(=O)C)OC)C)OC. Drug 2: CN1C2=C(C=C(C=C2)N(CCCl)CCCl)N=C1CCCC(=O)O.Cl. Cell line: SK-OV-3. Synergy scores: CSS=46.1, Synergy_ZIP=9.36, Synergy_Bliss=11.8, Synergy_Loewe=-17.8, Synergy_HSA=12.0. (2) Drug 1: CN1C(=O)N2C=NC(=C2N=N1)C(=O)N. Drug 2: CC1CCC2CC(C(=CC=CC=CC(CC(C(=O)C(C(C(=CC(C(=O)CC(OC(=O)C3CCCCN3C(=O)C(=O)C1(O2)O)C(C)CC4CCC(C(C4)OC)OCCO)C)C)O)OC)C)C)C)OC. Cell line: MDA-MB-231. Synergy scores: CSS=-0.203, Synergy_ZIP=-4.06, Synergy_Bliss=-7.60, Synergy_Loewe=-7.84, Synergy_HSA=-7.92. (3) Drug 1: C1CCC(C1)C(CC#N)N2C=C(C=N2)C3=C4C=CNC4=NC=N3. Drug 2: C1CN1P(=S)(N2CC2)N3CC3. Cell line: KM12. Synergy scores: CSS=39.9, Synergy_ZIP=-3.02, Synergy_Bliss=-1.66, Synergy_Loewe=-4.00, Synergy_HSA=-0.282.